This data is from hERG potassium channel inhibition data for cardiac toxicity prediction from Karim et al.. The task is: Regression/Classification. Given a drug SMILES string, predict its toxicity properties. Task type varies by dataset: regression for continuous values (e.g., LD50, hERG inhibition percentage) or binary classification for toxic/non-toxic outcomes (e.g., AMES mutagenicity, cardiotoxicity, hepatotoxicity). Dataset: herg_karim. (1) The molecule is CN(C)c1ccccc1CN1CCCN(Cc2ccccc2N(C)C)C1c1ccncc1. The result is 0 (non-blocker). (2) The molecule is COc1ccc2nccc(NC(=O)[C@]3(O)CC[C@@H](NCc4cnc5c(c4)OCCO5)CC3)c2n1. The result is 0 (non-blocker). (3) The result is 1 (blocker). The compound is O=C(NC1CCN(Cc2ccn(-c3ccc(C(F)(F)F)cc3)c2)CC1)N1CCCC(CO)C1. (4) The molecule is COCc1nc(-c2ccc(N3C(=O)N(c4cc(=O)[nH]cn4)C4(CCN(Cc5ncccc5C)CC4)C3=O)cc2)no1. The result is 1 (blocker). (5) The compound is COC(=O)N(NC(=O)c1c(CN2CCN(C3CCOCC3)CC2)c(-c2ccccc2)nc2ccccc12)c1ccccc1. The result is 1 (blocker).